This data is from Reaction yield outcomes from USPTO patents with 853,638 reactions. The task is: Predict the reaction yield, written as a fraction of the theoretical maximum amount of product (1.0 means a 100% yield; for example, 0.34 means a 34% yield). (1) The reactants are [N:1]1[N:2]=[C:3]([C:10]2[CH:19]=[CH:18][C:17]3[C:12](=[C:13]([O:21][Si](C(C)(C)C)(C)C)[C:14]([Br:20])=[CH:15][CH:16]=3)[N:11]=2)[N:4]2[CH:9]=[CH:8][CH:7]=[CH:6][C:5]=12.C1COCC1.CCCC[N+](CCCC)(CCCC)CCCC.[F-]. The catalyst is CCOC(C)=O. The product is [N:1]1[N:2]=[C:3]([C:10]2[CH:19]=[CH:18][C:17]3[C:12](=[C:13]([OH:21])[C:14]([Br:20])=[CH:15][CH:16]=3)[N:11]=2)[N:4]2[CH:9]=[CH:8][CH:7]=[CH:6][C:5]=12. The yield is 0.350. (2) The reactants are [CH2:1]([O:8][C:9]1[C:14](=[O:15])[CH:13]=[CH:12][NH:11][C:10]=1[CH3:16])[C:2]1[CH:7]=[CH:6][CH:5]=[CH:4][CH:3]=1.[Br:17]N1C(=O)CCC1=O. The catalyst is C(#N)C. The product is [CH2:1]([O:8][C:9]1[C:10]([CH3:16])=[N:11][CH:12]=[C:13]([Br:17])[C:14]=1[OH:15])[C:2]1[CH:3]=[CH:4][CH:5]=[CH:6][CH:7]=1. The yield is 0.880. (3) The reactants are C[Si](Br)(C)C.C([O:8][P:9]([CH2:14][CH2:15][N:16]([CH2:21][CH2:22][CH2:23][CH3:24])[C:17](=[O:20])[CH:18]=[CH2:19])([O:11]CC)=[O:10])C. The yield is 0.840. The catalyst is C(Cl)Cl. The product is [OH:10][P:9]([CH2:14][CH2:15][N:16]([CH2:21][CH2:22][CH2:23][CH3:24])[C:17](=[O:20])[CH:18]=[CH2:19])([OH:11])=[O:8]. (4) The reactants are [CH3:1][C:2]([O:5][C:6]([NH:8][C@H:9]([C:18]([OH:20])=O)[CH2:10][CH2:11][C:12]1[CH:17]=[CH:16][CH:15]=[CH:14][CH:13]=1)=[O:7])([CH3:4])[CH3:3].C[Si](C=[N+]=[N-])(C)C.[NH2:28][OH:29].Cl.[OH-].[K+].Cl. The catalyst is CCOCC.CO.C(Cl)Cl.CO. The product is [OH:29][NH:28][C:18]([C@@H:9]([NH:8][C:6]([O:5][C:2]([CH3:4])([CH3:3])[CH3:1])=[O:7])[CH2:10][CH2:11][C:12]1[CH:17]=[CH:16][CH:15]=[CH:14][CH:13]=1)=[O:20]. The yield is 0.499. (5) The reactants are [Cl:1][C:2]1[CH:8]=[C:7]([O:9][C:10]2[C:19]3[C:14](=[CH:15][C:16]([O:22][CH3:23])=[C:17]([O:20][CH3:21])[CH:18]=3)[N:13]=[CH:12][CH:11]=2)[CH:6]=[CH:5][C:3]=1[NH2:4].[C:24]1([CH3:33])[C:25]([N:30]=[C:31]=[O:32])=[CH:26][CH:27]=[CH:28][CH:29]=1.CO. The catalyst is C(Cl)(Cl)Cl. The product is [Cl:1][C:2]1[CH:8]=[C:7]([O:9][C:10]2[C:19]3[C:14](=[CH:15][C:16]([O:22][CH3:23])=[C:17]([O:20][CH3:21])[CH:18]=3)[N:13]=[CH:12][CH:11]=2)[CH:6]=[CH:5][C:3]=1[NH:4][C:31]([NH:30][C:25]1[CH:26]=[CH:27][CH:28]=[CH:29][C:24]=1[CH3:33])=[O:32]. The yield is 0.340.